This data is from NCI-60 drug combinations with 297,098 pairs across 59 cell lines. The task is: Regression. Given two drug SMILES strings and cell line genomic features, predict the synergy score measuring deviation from expected non-interaction effect. Drug 1: CC1OCC2C(O1)C(C(C(O2)OC3C4COC(=O)C4C(C5=CC6=C(C=C35)OCO6)C7=CC(=C(C(=C7)OC)O)OC)O)O. Drug 2: CC1C(C(CC(O1)OC2CC(OC(C2O)C)OC3=CC4=CC5=C(C(=O)C(C(C5)C(C(=O)C(C(C)O)O)OC)OC6CC(C(C(O6)C)O)OC7CC(C(C(O7)C)O)OC8CC(C(C(O8)C)O)(C)O)C(=C4C(=C3C)O)O)O)O. Cell line: COLO 205. Synergy scores: CSS=54.6, Synergy_ZIP=2.71, Synergy_Bliss=4.06, Synergy_Loewe=0.415, Synergy_HSA=1.20.